Task: Regression. Given a peptide amino acid sequence and an MHC pseudo amino acid sequence, predict their binding affinity value. This is MHC class II binding data.. Dataset: Peptide-MHC class II binding affinity with 134,281 pairs from IEDB (1) The peptide sequence is KEISNMLSIINKRKK. The MHC is DRB1_0401 with pseudo-sequence DRB1_0401. The binding affinity (normalized) is 0.660. (2) The peptide sequence is IDLSIQNYHTFLIYI. The MHC is HLA-DQA10501-DQB10201 with pseudo-sequence HLA-DQA10501-DQB10201. The binding affinity (normalized) is 0.354. (3) The peptide sequence is NQTVHSLVDLKSTSK. The MHC is DRB1_0101 with pseudo-sequence DRB1_0101. The binding affinity (normalized) is 0.0971. (4) The peptide sequence is SAHCIGITDRDFIEG. The MHC is DRB1_1301 with pseudo-sequence DRB1_1301. The binding affinity (normalized) is 0. (5) The peptide sequence is PELQNFLNFLEANGL. The MHC is DRB3_0101 with pseudo-sequence DRB3_0101. The binding affinity (normalized) is 0.0406. (6) The peptide sequence is GTTMVSYQPLGDKVNFFRMV. The MHC is HLA-DQA10301-DQB10302 with pseudo-sequence HLA-DQA10301-DQB10302. The binding affinity (normalized) is 0. (7) The peptide sequence is AGDGDVVAVDIKEKG. The MHC is HLA-DPA10201-DPB10501 with pseudo-sequence HLA-DPA10201-DPB10501. The binding affinity (normalized) is 0. (8) The MHC is HLA-DQA10201-DQB10303 with pseudo-sequence HLA-DQA10201-DQB10303. The binding affinity (normalized) is 0.770. The peptide sequence is WFLPSIRAANVMAAS. (9) The peptide sequence is SIAQHLVSDRPIMRY. The MHC is DRB1_0301 with pseudo-sequence DRB1_0301. The binding affinity (normalized) is 0.908. (10) The binding affinity (normalized) is 0.521. The peptide sequence is ARANESATILMTATP. The MHC is DRB1_0701 with pseudo-sequence DRB1_0701.